This data is from M1 muscarinic receptor antagonist screen with 61,756 compounds. The task is: Binary Classification. Given a drug SMILES string, predict its activity (active/inactive) in a high-throughput screening assay against a specified biological target. (1) The compound is S(c1nc2CCCCCc2cc1C#N)CC(=O)Nc1sccn1. The result is 0 (inactive). (2) The compound is O=C(NCc1ccccc1)c1n[nH]c(=O)cc1. The result is 0 (inactive). (3) The result is 0 (inactive). The drug is Brc1ccc(OCC(=O)N2CCN(CC2)Cc2ccncc2)cc1. (4) The drug is S(c1n(CCC)c(nn1)c1cccnc1)CC(=O)Nc1cc(ccc1)C(OC)=O. The result is 0 (inactive). (5) The compound is Clc1cc2c(N3CCN(CC3)C)c(cnc2cc1)C(OCC)=O. The result is 0 (inactive). (6) The molecule is Brc1c(NC(=O)c2nn3c(cc(nc3n2)C)C(F)F)cccc1. The result is 0 (inactive). (7) The molecule is S(c1n(CC)c(nn1)c1occc1)Cc1cc(OC)ccc1. The result is 0 (inactive).